Dataset: Reaction yield outcomes from USPTO patents with 853,638 reactions. Task: Predict the reaction yield, written as a fraction of the theoretical maximum amount of product (1.0 means a 100% yield; for example, 0.34 means a 34% yield). (1) The reactants are [Br-].[Mg+2].[Br-].Cl[C:5]1[N:12]=[C:11]([C:13]2[CH:18]=[CH:17][CH:16]=[CH:15][CH:14]=2)[CH:10]=[C:9]([CH3:19])[C:6]=1[C:7]#[N:8].[OH-].[NH4+].[OH-].[Na+].[CH2:24]1COCC1. The catalyst is [Cu](Br)Br. The product is [CH3:24][C:5]1[N:12]=[C:11]([C:13]2[CH:18]=[CH:17][CH:16]=[CH:15][CH:14]=2)[CH:10]=[C:9]([CH3:19])[C:6]=1[C:7]#[N:8]. The yield is 0.550. (2) The reactants are [OH:1][CH2:2][C:3]12[CH2:10][CH2:9][C:6]([C:11]3[NH:19][C:18]4[C:17](=[O:20])[N:16]([CH2:21][CH2:22][CH3:23])[C:15](=[O:24])[N:14]([CH2:25][CH2:26][CH3:27])[C:13]=4[N:12]=3)([CH2:7][CH2:8]1)[CH2:5][CH2:4]2.CC(OI1(OC(C)=O)(OC(C)=O)OC(=O)C2C=CC=CC1=2)=O. The catalyst is C(Cl)Cl. The product is [O:24]=[C:15]1[N:14]([CH2:25][CH2:26][CH3:27])[C:13]2[N:12]=[C:11]([C:6]34[CH2:7][CH2:8][C:3]([CH:2]=[O:1])([CH2:10][CH2:9]3)[CH2:4][CH2:5]4)[NH:19][C:18]=2[C:17](=[O:20])[N:16]1[CH2:21][CH2:22][CH3:23]. The yield is 0.620.